Dataset: Peptide-MHC class I binding affinity with 185,985 pairs from IEDB/IMGT. Task: Regression. Given a peptide amino acid sequence and an MHC pseudo amino acid sequence, predict their binding affinity value. This is MHC class I binding data. (1) The peptide sequence is FPHCLAFSY. The MHC is HLA-B53:01 with pseudo-sequence HLA-B53:01. The binding affinity (normalized) is 0.736. (2) The peptide sequence is HPKLRPILL. The MHC is HLA-A31:01 with pseudo-sequence HLA-A31:01. The binding affinity (normalized) is 0.0847. (3) The peptide sequence is ALIHHNTHL. The MHC is HLA-A02:01 with pseudo-sequence HLA-A02:01. The binding affinity (normalized) is 0.494. (4) The peptide sequence is SFSNTIQSYK. The MHC is HLA-A31:01 with pseudo-sequence HLA-A31:01. The binding affinity (normalized) is 0.502. (5) The peptide sequence is LYQLENYCN. The binding affinity (normalized) is 0. The MHC is H-2-Kd with pseudo-sequence H-2-Kd. (6) The peptide sequence is FTARIIIFS. The MHC is HLA-B53:01 with pseudo-sequence HLA-B53:01. The binding affinity (normalized) is 0.213. (7) The peptide sequence is YPCTVNFTI. The MHC is HLA-B07:02 with pseudo-sequence HLA-B07:02. The binding affinity (normalized) is 0.142. (8) The peptide sequence is ESDSKPQKV. The MHC is HLA-A26:01 with pseudo-sequence HLA-A26:01. The binding affinity (normalized) is 0. (9) The peptide sequence is RLFYTFFSY. The MHC is H-2-Kb with pseudo-sequence H-2-Kb. The binding affinity (normalized) is 0. (10) The peptide sequence is ASHFISNSW. The MHC is HLA-A02:01 with pseudo-sequence HLA-A02:01. The binding affinity (normalized) is 0.0847.